From a dataset of Full USPTO retrosynthesis dataset with 1.9M reactions from patents (1976-2016). Predict the reactants needed to synthesize the given product. (1) Given the product [Cl:24][C:25]1[C:29]([Cl:30])=[C:28]([CH3:31])[NH:27][C:26]=1[C:32]([NH:34][CH:35]1[CH2:40][CH2:39][N:38]([C:2]2[C:11]3[C:6](=[CH:7][CH:8]=[N:9][CH:10]=3)[CH:5]=[C:4]([C:12]([O:14][CH2:15][CH3:16])=[O:13])[N:3]=2)[CH2:37][CH2:36]1)=[O:33], predict the reactants needed to synthesize it. The reactants are: Cl[C:2]1[C:11]2[C:6](=[CH:7][CH:8]=[N:9][CH:10]=2)[CH:5]=[C:4]([C:12]([O:14][CH2:15][CH3:16])=[O:13])[N:3]=1.FC(F)(F)C([O-])=O.[Cl:24][C:25]1[C:29]([Cl:30])=[C:28]([CH3:31])[NH:27][C:26]=1[C:32]([NH:34][CH:35]1[CH2:40][CH2:39][NH2+:38][CH2:37][CH2:36]1)=[O:33].C([O-])([O-])=O.[K+].[K+]. (2) Given the product [CH3:19][C:20]1[CH:25]=[CH:24][N:23]=[C:22](/[CH:26]=[CH:9]/[C:10]([O:12][C:13]([CH3:14])([CH3:15])[CH3:16])=[O:11])[CH:21]=1, predict the reactants needed to synthesize it. The reactants are: C(OP([CH2:9][C:10]([O:12][C:13]([CH3:16])([CH3:15])[CH3:14])=[O:11])(OCC)=O)C.[H-].[Na+].[CH3:19][C:20]1[CH:25]=[CH:24][N:23]=[C:22]([CH:26]=O)[CH:21]=1.O. (3) The reactants are: [CH3:1][O:2][C:3]1[CH:8]=[CH:7][C:6]([CH2:9][CH2:10][CH2:11][CH:12]2[N:16]([CH2:17][CH2:18][CH3:19])[C:15](=[O:20])[N:14]([CH2:21][C:22]3[CH:27]=[CH:26][C:25]([CH3:28])=[CH:24][CH:23]=3)[C:13]2=O)=[CH:5][CH:4]=1. Given the product [CH3:1][O:2][C:3]1[CH:4]=[CH:5][C:6]([CH2:9][CH2:10][CH2:11][CH:12]2[CH2:13][N:14]([CH2:21][C:22]3[CH:23]=[CH:24][C:25]([CH3:28])=[CH:26][CH:27]=3)[C:15](=[O:20])[N:16]2[CH2:17][CH2:18][CH3:19])=[CH:7][CH:8]=1, predict the reactants needed to synthesize it. (4) Given the product [C:25]([C:17]1[CH:18]=[C:19]2[C:24]3=[C:23]4[C:22](=[C:9]([NH2:8])[CH:10]=[C:11]([NH2:29])[C:12]4=[CH:13][CH:14]=[C:15]3[CH:16]=1)[CH:21]=[CH:20]2)([CH3:28])([CH3:26])[CH3:27], predict the reactants needed to synthesize it. The reactants are: C(OC([NH:8][C:9]1[CH:10]=[C:11]([NH:29]C(=O)OC(C)(C)C)[C:12]2[C:23]3=[C:24]4[C:15]([CH:16]=[C:17]([C:25]([CH3:28])([CH3:27])[CH3:26])[CH:18]=[C:19]4[CH:20]=[CH:21][C:22]=13)=[CH:14][CH:13]=2)=O)(C)(C)C.FC(F)(F)C(O)=O.